Dataset: Reaction yield outcomes from USPTO patents with 853,638 reactions. Task: Predict the reaction yield, written as a fraction of the theoretical maximum amount of product (1.0 means a 100% yield; for example, 0.34 means a 34% yield). (1) The product is [OH:21][C:18]1[CH:19]=[CH:20][C:15]([CH2:14][CH2:13][C:12](=[O:24])[CH2:11][C:10](=[O:25])[CH2:9][CH2:8][C:5]2[CH:6]=[CH:7][C:2]([OH:1])=[C:3]([O:26][CH3:27])[CH:4]=2)=[CH:16][C:17]=1[O:22][CH3:23]. The yield is 0.540. The catalyst is [Pd].C(OCC)(=O)C. The reactants are [OH:1][C:2]1[CH:7]=[CH:6][C:5]([CH:8]=[CH:9][C:10](=[O:25])[CH2:11][C:12](=[O:24])[CH:13]=[CH:14][C:15]2[CH:20]=[CH:19][C:18]([OH:21])=[C:17]([O:22][CH3:23])[CH:16]=2)=[CH:4][C:3]=1[O:26][CH3:27]. (2) The reactants are C([NH:4][C:5]1[CH:10]=[C:9]([C:11]2[CH:16]=[CH:15][C:14]([Cl:17])=[C:13]([F:18])[C:12]=2[CH:19]=O)[N:8]=[C:7]([C:21]([O:23][CH3:24])=[O:22])[C:6]=1[Cl:25])(=O)C.[C:26](=O)([O-])[O-].[K+].[K+].[N+](=C(P(=O)(OC)OC)C(=O)C)=[N-].Cl. The catalyst is CO.[Cl-].[Na+].O. The product is [NH2:4][C:5]1[CH:10]=[C:9]([C:11]2[CH:16]=[CH:15][C:14]([Cl:17])=[C:13]([F:18])[C:12]=2[C:19]#[CH:26])[N:8]=[C:7]([C:21]([O:23][CH3:24])=[O:22])[C:6]=1[Cl:25]. The yield is 0.430.